This data is from Forward reaction prediction with 1.9M reactions from USPTO patents (1976-2016). The task is: Predict the product of the given reaction. (1) Given the reactants [N:1]([CH2:4][CH2:5][C:6]([C:18]1[CH:23]=[CH:22][CH:21]=[CH:20][CH:19]=1)([OH:17])[CH2:7][CH2:8][O:9][Si:10]([C:13]([CH3:16])([CH3:15])[CH3:14])([CH3:12])[CH3:11])=[N+]=[N-], predict the reaction product. The product is: [NH2:1][CH2:4][CH2:5][C:6]([C:18]1[CH:19]=[CH:20][CH:21]=[CH:22][CH:23]=1)([OH:17])[CH2:7][CH2:8][O:9][Si:10]([C:13]([CH3:14])([CH3:15])[CH3:16])([CH3:11])[CH3:12]. (2) Given the reactants [Cl:1][C:2]1[CH:3]=[C:4]([C:8]2[N:13]=[C:12]([C:14]([OH:16])=O)[CH:11]=[CH:10][CH:9]=2)[CH:5]=[CH:6][CH:7]=1.[CH3:17][O:18][C:19](=[O:24])[C:20]([CH3:23])([CH3:22])[NH2:21].CN(C(ON1N=NC2C=CC=CC1=2)=[N+](C)C)C.F[P-](F)(F)(F)(F)F, predict the reaction product. The product is: [Cl:1][C:2]1[CH:3]=[C:4]([C:8]2[N:13]=[C:12]([C:14]([NH:21][C:20]([CH3:23])([CH3:22])[C:19]([O:18][CH3:17])=[O:24])=[O:16])[CH:11]=[CH:10][CH:9]=2)[CH:5]=[CH:6][CH:7]=1. (3) Given the reactants [CH:1]1([CH2:7][CH2:8][C:9](N(OC)C)=[O:10])[CH2:6][CH2:5][CH2:4][CH2:3][CH2:2]1.[CH:15]1([Mg]Br)[CH2:17][CH2:16]1, predict the reaction product. The product is: [CH:1]1([CH2:7][CH2:8][C:9]([CH:15]2[CH2:17][CH2:16]2)=[O:10])[CH2:6][CH2:5][CH2:4][CH2:3][CH2:2]1. (4) Given the reactants [C:1]([O:4][CH:5]1[C:9]2=[N:10][CH:11]=[C:12]([NH2:29])[C:13]([N:14]3[CH2:19][C@H:18]([CH3:20])[CH2:17][C@H:16]([NH:21][C:22]([O:24][C:25]([CH3:28])([CH3:27])[CH3:26])=[O:23])[CH2:15]3)=[C:8]2[CH2:7][CH2:6]1)(=[O:3])[CH3:2].[F:30][C:31]1[C:36]([O:37][CH3:38])=[CH:35][CH:34]=[C:33]([F:39])[C:32]=1[C:40]1[N:45]=[C:44]([C:46](O)=[O:47])[CH:43]=[CH:42][C:41]=1[F:49].CN(C(ON1N=NC2C=CC=NC1=2)=[N+](C)C)C.F[P-](F)(F)(F)(F)F.CCN(C(C)C)C(C)C, predict the reaction product. The product is: [C:1]([O:4][CH:5]1[C:9]2=[N:10][CH:11]=[C:12]([NH:29][C:46]([C:44]3[CH:43]=[CH:42][C:41]([F:49])=[C:40]([C:32]4[C:33]([F:39])=[CH:34][CH:35]=[C:36]([O:37][CH3:38])[C:31]=4[F:30])[N:45]=3)=[O:47])[C:13]([N:14]3[CH2:19][C@H:18]([CH3:20])[CH2:17][C@H:16]([NH:21][C:22]([O:24][C:25]([CH3:28])([CH3:27])[CH3:26])=[O:23])[CH2:15]3)=[C:8]2[CH2:7][CH2:6]1)(=[O:3])[CH3:2]. (5) Given the reactants [CH3:1][N:2]1[CH2:6][C@@H:5]2[N:7]([C@@H](C3C=CC=CC=3)C)[CH2:8][CH2:9][C@@H:4]2[CH2:3]1, predict the reaction product. The product is: [CH3:1][N:2]1[CH2:3][C@@H:4]2[C@@H:5]([NH:7][CH2:8][CH2:9]2)[CH2:6]1. (6) Given the reactants C([O:3][C:4]([CH2:6][C:7]1[CH:12]=[CH:11][C:10]([NH:13]/[C:14](=[C:21]2\[C:22](=[O:40])[NH:23][C:24]3[C:29]\2=[CH:28][C:27]([NH:30][S:31]([C:34]2[CH:39]=[CH:38][CH:37]=[CH:36][CH:35]=2)(=[O:33])=[O:32])=[CH:26][CH:25]=3)/[C:15]2[CH:20]=[CH:19][CH:18]=[CH:17][CH:16]=2)=[CH:9][CH:8]=1)=[O:5])C.[OH-].[Na+], predict the reaction product. The product is: [C:4]([CH2:6][C:7]1[CH:12]=[CH:11][C:10]([NH:13]/[C:14](=[C:21]2\[C:22](=[O:40])[NH:23][C:24]3[C:29]\2=[CH:28][C:27]([NH:30][S:31]([C:34]2[CH:39]=[CH:38][CH:37]=[CH:36][CH:35]=2)(=[O:33])=[O:32])=[CH:26][CH:25]=3)/[C:15]2[CH:16]=[CH:17][CH:18]=[CH:19][CH:20]=2)=[CH:9][CH:8]=1)([OH:5])=[O:3]. (7) Given the reactants [Br:1][C:2]1[C:3]2[N:12]([CH:13]3[CH2:17][CH2:16][CH2:15][CH2:14]3)[N:11]=[C:10]([C:18]3[CH:23]=[CH:22][C:21]([S:24]([NH2:27])(=[O:26])=[O:25])=[CH:20][CH:19]=3)[C:4]=2[C:5]([O:8]C)=[N:6][CH:7]=1.[I-].[Na+].Cl[Si](C)(C)C.O, predict the reaction product. The product is: [Br:1][C:2]1[C:3]2[N:12]([CH:13]3[CH2:14][CH2:15][CH2:16][CH2:17]3)[N:11]=[C:10]([C:18]3[CH:23]=[CH:22][C:21]([S:24]([NH2:27])(=[O:26])=[O:25])=[CH:20][CH:19]=3)[C:4]=2[C:5](=[O:8])[NH:6][CH:7]=1. (8) Given the reactants [F:1][C:2]1[CH:7]=[C:6]([F:8])[CH:5]=[CH:4][C:3]=1[C:9]1[N:10]=[N:11][N:12]([CH:14]2[CH2:18][NH:17][CH:16]([C:19]([N:21]3[CH2:26][CH2:25][N:24]([C:27]4[CH:34]=[CH:33][CH:32]=[CH:31][C:28]=4[C:29]#[N:30])[CH2:23][CH2:22]3)=[O:20])[CH2:15]2)[N:13]=1.[CH:35]1([CH:41]=O)[CH2:40][CH2:39][CH2:38][CH2:37][CH2:36]1, predict the reaction product. The product is: [CH:35]1([CH2:41][N:17]2[CH2:18][C@@H:14]([N:12]3[N:11]=[N:10][C:9]([C:3]4[CH:4]=[CH:5][C:6]([F:8])=[CH:7][C:2]=4[F:1])=[N:13]3)[CH2:15][C@H:16]2[C:19]([N:21]2[CH2:22][CH2:23][N:24]([C:27]3[CH:34]=[CH:33][CH:32]=[CH:31][C:28]=3[C:29]#[N:30])[CH2:25][CH2:26]2)=[O:20])[CH2:40][CH2:39][CH2:38][CH2:37][CH2:36]1. (9) Given the reactants FC(F)(F)[C:3]([OH:5])=[O:4].F[C:9](F)(F)C(O)=O.[Cl:15][C:16]1[CH:44]=[CH:43][C:19]([CH2:20][N:21]2[CH2:26][CH2:25][CH:24]([NH:27][CH2:28][CH2:29][CH2:30]OC3C=CC=CC=3CCC(O)=O)[CH2:23][CH2:22]2)=[CH:18][CH:17]=1.[C:45]1([C:47](=[CH:49][CH:50]=[CH:51][CH:52]=1)[OH:48])[OH:46].C1C=CC(P([C:66]2[CH:71]=[CH:70]C=CC=2)C2C=CC=CC=2)=CC=1.CCOC(/N=N/C(OCC)=O)=O, predict the reaction product. The product is: [C:71]([O:5][C:3](=[O:4])[N:27]([CH:24]1[CH2:23][CH2:22][N:21]([CH2:20][C:19]2[CH:43]=[CH:44][C:16]([Cl:15])=[CH:17][CH:18]=2)[CH2:26][CH2:25]1)[CH2:28][CH2:29][CH2:30][O:46][C:45]1[CH:52]=[CH:51][CH:50]=[CH:49][C:47]=1[OH:48])([CH3:70])([CH3:66])[CH3:9]. (10) Given the reactants C[O:2][C:3](=[O:20])[C:4]1[CH:9]=[C:8]([N:10]([S:12]([CH3:15])(=[O:14])=[O:13])[CH3:11])[N:7]=[C:6]([NH:16][CH:17]2[CH2:19][CH2:18]2)[CH:5]=1.[OH-].[Na+].Cl, predict the reaction product. The product is: [CH:17]1([NH:16][C:6]2[CH:5]=[C:4]([CH:9]=[C:8]([N:10]([S:12]([CH3:15])(=[O:13])=[O:14])[CH3:11])[N:7]=2)[C:3]([OH:20])=[O:2])[CH2:19][CH2:18]1.